From a dataset of Catalyst prediction with 721,799 reactions and 888 catalyst types from USPTO. Predict which catalyst facilitates the given reaction. (1) Reactant: C([O:3][C:4]([C:6]1[CH:7]=[C:8]2[C:13](=[CH:14][CH:15]=1)[N:12]=[C:11]([N:16]1[CH:20]=[CH:19][N:18]=[CH:17]1)[N:10]=[C:9]2[NH:21][CH2:22][C:23]1[CH:28]=[CH:27][CH:26]=[CH:25][CH:24]=1)=O)C.C1(CNC2C3C(=CC=CC=3)N=C(N3C=CN=C3)N=2)C=CC=CC=1.[BH4-].[Li+]. Product: [OH:3][CH2:4][C:6]1[CH:7]=[C:8]2[C:13](=[CH:14][CH:15]=1)[N:12]=[C:11]([N:16]1[CH:20]=[CH:19][N:18]=[CH:17]1)[N:10]=[C:9]2[NH:21][CH2:22][C:23]1[CH:28]=[CH:27][CH:26]=[CH:25][CH:24]=1. The catalyst class is: 7. (2) Reactant: [C:1]([NH:7][NH:8][C:9]([NH:11][C@H:12]([C:16]([O:18][CH3:19])=[O:17])[CH:13]([CH3:15])[CH3:14])=[O:10])(=O)[CH2:2][CH2:3][CH:4]=[CH2:5].O.C([O-])(O)=O.[Na+]. Product: [CH2:2]([C:1]1[O:10][C:9]([NH:11][C@H:12]([C:16]([O:18][CH3:19])=[O:17])[CH:13]([CH3:15])[CH3:14])=[N:8][N:7]=1)[CH2:3][CH:4]=[CH2:5]. The catalyst class is: 265.